From a dataset of Full USPTO retrosynthesis dataset with 1.9M reactions from patents (1976-2016). Predict the reactants needed to synthesize the given product. (1) Given the product [NH2:34][C:24]1[C:23]([C@H:19]2[CH2:20][CH2:21][CH2:22][C@@H:18]2[O:17][C:13]2[C:14]([CH3:16])=[CH:15][C:10]([S:7]([NH:6][C:38]3[CH:43]=[CH:42][N:41]=[CH:40][N:39]=3)(=[O:9])=[O:8])=[C:11]([F:37])[CH:12]=2)=[CH:27][NH:26][N:25]=1, predict the reactants needed to synthesize it. The reactants are: COC1C=C(OC)C=CC=1C[N:6]([C:38]1[CH:43]=[CH:42][N:41]=[CH:40][N:39]=1)[S:7]([C:10]1[CH:15]=[C:14]([CH3:16])[C:13]([O:17][C@H:18]2[CH2:22][CH2:21][CH2:20][C@@H:19]2[C:23]2[C:24]([N+:34]([O-])=O)=[N:25][N:26](C3CCCCO3)[CH:27]=2)=[CH:12][C:11]=1[F:37])(=[O:9])=[O:8].C([SiH](CC)CC)C.FC(F)(F)C(O)=O.ClCCl. (2) Given the product [CH3:1][C:2]1[O:31][N:30]=[C:9]([C:10]2[CH:15]=[CH:14][N:13]=[C:12]([N:16]3[CH2:21][CH2:20][N:19]([C:22]([O:24][CH2:25][C:26]([CH3:27])([CH3:28])[CH3:29])=[O:23])[CH2:18][CH2:17]3)[CH:11]=2)[N:8]=1, predict the reactants needed to synthesize it. The reactants are: [C:1](OC(=O)C)(=O)[CH3:2].[NH2:8][C:9](=[N:30][OH:31])[C:10]1[CH:15]=[CH:14][N:13]=[C:12]([N:16]2[CH2:21][CH2:20][N:19]([C:22]([O:24][CH2:25][C:26]([CH3:29])([CH3:28])[CH3:27])=[O:23])[CH2:18][CH2:17]2)[CH:11]=1. (3) Given the product [C:26]([O:25][C@@H:23]([CH3:24])[C@H:19]([NH:18][C:16](=[O:17])[O:15][CH2:14][CH:12]1[C:13]2[CH:1]=[CH:2][CH:3]=[CH:4][C:5]=2[C:6]2[C:11]1=[CH:10][CH:9]=[CH:8][CH:7]=2)[CH2:20][OH:21])([CH3:29])([CH3:27])[CH3:28], predict the reactants needed to synthesize it. The reactants are: [CH:1]1[C:13]2[CH:12]([CH2:14][O:15][C:16]([NH:18][C@@H:19]([C@@H:23]([O:25][C:26]([CH3:29])([CH3:28])[CH3:27])[CH3:24])[C:20](O)=[O:21])=[O:17])[C:11]3[C:6](=[CH:7][CH:8]=[CH:9][CH:10]=3)[C:5]=2[CH:4]=[CH:3][CH:2]=1.ClC(OCC(C)C)=O.CN1CCOCC1.[BH4-].[Na+]. (4) Given the product [S:8]1[C:12]2=[C:13]3[C:18](=[CH:19][CH:20]=[C:11]2[N:10]=[C:9]1[C:21]1[S:4][CH2:3][CH:2]([C:5]([OH:7])=[O:6])[N:1]=1)[NH:17][CH2:16][CH2:15][CH2:14]3, predict the reactants needed to synthesize it. The reactants are: [NH2:1][C@@H:2]([C:5]([OH:7])=[O:6])[CH2:3][SH:4].[S:8]1[C:12]2=[C:13]3[C:18](=[CH:19][CH:20]=[C:11]2[N:10]=[C:9]1[C:21]#N)[NH:17][CH2:16][CH2:15][CH2:14]3. (5) Given the product [Cl:11][C:9]1[C:10]2[C:2]([CH2:13][CH2:14][CH3:15])=[CH:3][NH:4][C:5]=2[N:6]=[CH:7][N:8]=1, predict the reactants needed to synthesize it. The reactants are: Br[C:2]1[C:10]2[C:9]([Cl:11])=[N:8][CH:7]=[N:6][C:5]=2[NH:4][CH:3]=1.[Li][CH2:13][CH2:14][CH2:15]C.C(I)CCC. (6) Given the product [Cl:13][C:10]1[CH:11]=[CH:12][C:7]([C:16](=[O:18])[CH3:17])=[N:8][CH:9]=1, predict the reactants needed to synthesize it. The reactants are: C([Li])CCC.Br[C:7]1[CH:12]=[CH:11][C:10]([Cl:13])=[CH:9][N:8]=1.CN(C)[C:16](=[O:18])[CH3:17].